This data is from Full USPTO retrosynthesis dataset with 1.9M reactions from patents (1976-2016). The task is: Predict the reactants needed to synthesize the given product. (1) Given the product [S:7]1[C:8]2[CH2:13][CH2:12][CH2:11][C:9]=2[N:10]=[C:6]1[C:4]([OH:5])=[O:3], predict the reactants needed to synthesize it. The reactants are: C([O:3][C:4]([C:6]1[S:7][C:8]2[CH2:13][CH2:12][CH2:11][C:9]=2[N:10]=1)=[O:5])C.[OH-].[Na+]. (2) The reactants are: [CH3:1][C:2]#N.[C:4](#N)[CH3:5].[CH3:7][OH:8].CO. Given the product [CH2:2]1[CH2:1][O:8][CH2:4][CH2:5]1.[O:8]1[CH2:1][CH2:2][CH2:4][CH2:7]1, predict the reactants needed to synthesize it. (3) The reactants are: [CH3:1][NH:2][C:3]([CH:5]1[CH2:15][C:14](=O)[C:8]2[N:9]=[C:10]([CH3:13])[N:11]([CH3:12])[C:7]=2[CH2:6]1)=[O:4].C(O[C:20](=O)[C@H:21]([O:30][Si](C(C)(C)C)(C)C)[C@H:22]([NH2:29])[C:23]1[CH:28]=[CH:27][CH:26]=[CH:25][CH:24]=1)C.C[O:40]CCO. Given the product [CH3:1][NH:2][C:3]([CH:5]1[C:6](=[O:40])[C:7]2[N:11]([CH3:12])[C:10]([CH3:13])=[N:9][C:8]=2[C:14]2[NH:29][C@H:22]([C:23]3[CH:28]=[CH:27][CH:26]=[CH:25][CH:24]=3)[C@H:21]([OH:30])[CH2:20][C:15]1=2)=[O:4], predict the reactants needed to synthesize it. (4) The reactants are: Cl[CH2:2][CH2:3][CH2:4][O:5][C:6]1[CH:11]=[CH:10][C:9]([C:12]([CH:14]2[CH2:16][CH2:15]2)=[O:13])=[CH:8][CH:7]=1.C([O-])([O-])=O.[K+].[K+].[NH:23]1[CH2:28][CH2:27][NH:26][CH2:25][CH2:24]1.S([O-])([O-])(=O)=S.[Na+].[Na+]. Given the product [OH-:5].[NH4+:23].[CH:14]1([C:12]([C:9]2[CH:10]=[CH:11][C:6]([O:5][CH2:4][CH2:3][CH2:2][N:23]3[CH2:28][CH2:27][NH:26][CH2:25][CH2:24]3)=[CH:7][CH:8]=2)=[O:13])[CH2:16][CH2:15]1, predict the reactants needed to synthesize it. (5) Given the product [CH3:22][O:24][NH:25][C:26]1[N:27]=[C:28]([NH:36][CH2:37][CH2:38][CH3:39])[N:29]=[C:30]([NH:32][CH2:33][C:34]#[CH:35])[N:31]=1, predict the reactants needed to synthesize it. The reactants are: ClC1N=C(NNCC#C)N=C(NNCCC)N=1.Cl.CON.[CH2:22]([O:24][N:25](C)[C:26]1[N:31]=[C:30]([NH:32][CH2:33][CH2:34][CH3:35])[N:29]=[C:28]([NH:36][CH2:37][C:38]#[CH:39])[N:27]=1)C. (6) Given the product [ClH:30].[CH3:1][N:2]1[C:10]2[C:5](=[CH:6][C:7]([S:11]([C:14]3[CH:19]=[CH:18][CH:17]=[CH:16][CH:15]=3)(=[O:13])=[O:12])=[CH:8][CH:9]=2)[C:4]([CH2:20][CH2:21][NH2:22])=[CH:3]1, predict the reactants needed to synthesize it. The reactants are: [CH3:1][N:2]1[C:10]2[C:5](=[CH:6][C:7]([S:11]([C:14]3[CH:19]=[CH:18][CH:17]=[CH:16][CH:15]=3)(=[O:13])=[O:12])=[CH:8][CH:9]=2)[C:4]([CH2:20][CH2:21][NH:22]C(=O)OC(C)(C)C)=[CH:3]1.[ClH:30]. (7) Given the product [O:4]1[CH2:2][CH:3]1[C:5]1[CH:10]=[CH:9][C:8]([O:11][S:12]([CH3:15])(=[O:14])=[O:13])=[CH:7][C:6]=1[C:16]([F:19])([F:18])[F:17], predict the reactants needed to synthesize it. The reactants are: Br[CH2:2][C:3]([C:5]1[CH:10]=[CH:9][C:8]([O:11][S:12]([CH3:15])(=[O:14])=[O:13])=[CH:7][C:6]=1[C:16]([F:19])([F:18])[F:17])=[O:4].[BH4-].[Na+].[OH-].[K+]. (8) The reactants are: C(O)(=O)CC(CC(O)=O)(C(O)=O)O.[CH3:14][C@@H:15]1[CH2:20][CH2:19][N:18]([C:21](=[O:25])[CH2:22][C:23]#[N:24])[CH2:17][C@@H:16]1[N:26]([CH3:36])[C:27]1[C:28]2[CH:35]=[CH:34][NH:33][C:29]=2[N:30]=[CH:31][N:32]=1.[OH-].[Na+]. Given the product [CH3:14][C@@H:15]1[CH2:20][CH2:19][N:18]([C:21](=[O:25])[CH2:22][C:23]#[N:24])[CH2:17][C@@H:16]1[N:26]([CH3:36])[C:27]1[C:28]2[CH:35]=[CH:34][NH:33][C:29]=2[N:30]=[CH:31][N:32]=1, predict the reactants needed to synthesize it. (9) Given the product [CH3:20][O:19][N:21]=[C:1]([C:9]1[CH:14]=[CH:13][C:12]([B:15]([OH:17])[OH:16])=[CH:11][CH:10]=1)[C:2]1[CH:7]=[CH:6][CH:5]=[CH:4][CH:3]=1, predict the reactants needed to synthesize it. The reactants are: [C:1]([C:9]1[CH:14]=[CH:13][C:12]([B:15]([OH:17])[OH:16])=[CH:11][CH:10]=1)(=O)[C:2]1[CH:7]=[CH:6][CH:5]=[CH:4][CH:3]=1.Cl.[O:19]([NH2:21])[CH3:20].